Dataset: Reaction yield outcomes from USPTO patents with 853,638 reactions. Task: Predict the reaction yield, written as a fraction of the theoretical maximum amount of product (1.0 means a 100% yield; for example, 0.34 means a 34% yield). (1) The reactants are [OH-].[Na+].[CH:3]1([C@H:9]([NH:12][C:13](=[O:18])[C:14]([O:16]C)=[O:15])[CH2:10][OH:11])[CH2:8][CH2:7][CH2:6][CH2:5][CH2:4]1.Cl. No catalyst specified. The product is [CH:3]1([C@H:9]([NH:12][C:13](=[O:18])[C:14]([OH:16])=[O:15])[CH2:10][OH:11])[CH2:4][CH2:5][CH2:6][CH2:7][CH2:8]1. The yield is 0.560. (2) The reactants are [NH2:1][C:2]1[S:6][C:5]([S:7][CH3:8])=[N:4][C:3]=1[C:9]1[CH:14]=[CH:13][CH:12]=[CH:11][CH:10]=1.[OH:15]O. The catalyst is C(O)(=O)C. The product is [NH2:1][C:2]1[S:6][C:5]([S:7]([CH3:8])=[O:15])=[N:4][C:3]=1[C:9]1[CH:10]=[CH:11][CH:12]=[CH:13][CH:14]=1. The yield is 0.870. (3) The reactants are [NH2:1][C:2]1[N:7]=[CH:6][N:5]=[C:4]([NH:8][C@H:9]([C:11]2[N:16]([C:17]3[CH:22]=[CH:21][CH:20]=[CH:19][CH:18]=3)[C:15](=[O:23])[C:14]3=[C:24]([CH3:27])[CH:25]=[CH:26][N:13]3[N:12]=2)[CH3:10])[C:3]=1Br.[CH3:29][C:30]1[CH:31]=[C:32]([NH:45][S:46]([CH3:49])(=[O:48])=[O:47])[CH:33]=[C:34](B2OC(C)(C)C(C)(C)O2)[CH:35]=1.C(=O)([O-])[O-].[Cs+].[Cs+]. The catalyst is O1CCOCC1.C(OCC)(=O)C. The product is [NH2:1][C:2]1[C:3]([C:34]2[CH:33]=[C:32]([NH:45][S:46]([CH3:49])(=[O:47])=[O:48])[CH:31]=[C:30]([CH3:29])[CH:35]=2)=[C:4]([NH:8][C@H:9]([C:11]2[N:16]([C:17]3[CH:22]=[CH:21][CH:20]=[CH:19][CH:18]=3)[C:15](=[O:23])[C:14]3=[C:24]([CH3:27])[CH:25]=[CH:26][N:13]3[N:12]=2)[CH3:10])[N:5]=[CH:6][N:7]=1. The yield is 0.550. (4) The reactants are [F:1][C:2]1[CH:3]=[C:4]([N+:18]([O-:20])=[O:19])[C:5]([NH:11]C(=O)C(F)(F)F)=[C:6]([CH:10]=1)[C:7]([OH:9])=[O:8].[OH-].[Na+]. The catalyst is C(O)C. The product is [NH2:11][C:5]1[C:4]([N+:18]([O-:20])=[O:19])=[CH:3][C:2]([F:1])=[CH:10][C:6]=1[C:7]([OH:9])=[O:8]. The yield is 0.900. (5) The reactants are [C:1]([C:5]1[NH:6][C:7]2[C:12]([CH:13]=1)=[CH:11][CH:10]=[C:9]([N+:14]([O-])=O)[CH:8]=2)([CH3:4])([CH3:3])[CH3:2]. The catalyst is CO.[Ni]. The product is [C:1]([C:5]1[NH:6][C:7]2[C:12]([CH:13]=1)=[CH:11][CH:10]=[C:9]([NH2:14])[CH:8]=2)([CH3:4])([CH3:2])[CH3:3]. The yield is 0.890. (6) The reactants are [CH:1]([S:4](Cl)(=[O:6])=[O:5])([CH3:3])[CH3:2].[NH2:8][C@H:9]1[CH2:14][CH2:13][C@H:12]([CH2:15][NH:16][C:17]([O:19][C:20]([CH3:23])([CH3:22])[CH3:21])=[O:18])[CH2:11][CH2:10]1.[OH-].[Na+]. The catalyst is CCOCC. The product is [C:20]([O:19][C:17]([NH:16][CH2:15][C@H:12]1[CH2:11][CH2:10][C@H:9]([NH:8][S:4]([CH:1]([CH3:3])[CH3:2])(=[O:6])=[O:5])[CH2:14][CH2:13]1)=[O:18])([CH3:23])([CH3:21])[CH3:22]. The yield is 0.650.